This data is from Reaction yield outcomes from USPTO patents with 853,638 reactions. The task is: Predict the reaction yield, written as a fraction of the theoretical maximum amount of product (1.0 means a 100% yield; for example, 0.34 means a 34% yield). (1) The reactants are [N:1]1[CH:6]=[CH:5][C:4]([C:7]([OH:9])=O)=[CH:3][CH:2]=1.C(N1C=CN=C1)(N1C=CN=C1)=O.C(=O)=O.Cl.[CH3:26][NH:27][O:28][CH3:29]. The catalyst is C(Cl)Cl. The product is [CH3:26][N:27]([O:28][CH3:29])[C:7](=[O:9])[C:4]1[CH:5]=[CH:6][N:1]=[CH:2][CH:3]=1. The yield is 0.620. (2) The reactants are C([O:3][C:4](=[O:17])[CH2:5][C@@H:6]([NH:13]C(=O)C)[C@H:7]([CH3:12])[C@H:8]([CH3:11])[CH2:9][CH3:10])C.[ClH:18]. No catalyst specified. The product is [ClH:18].[NH2:13][C@@H:6]([C@H:7]([CH3:12])[C@H:8]([CH3:11])[CH2:9][CH3:10])[CH2:5][C:4]([OH:17])=[O:3]. The yield is 0.890. (3) The reactants are [C:1]1(=O)[CH2:7][CH2:6][CH2:5][CH2:4][CH2:3][CH2:2]1.[CH3:9][O:10][C:11]1[CH:16]=[CH:15][C:14]([C:17]([C:19]2[CH:26]=[CH:25][C:22]([C:23]#[N:24])=[CH:21][CH:20]=2)=O)=[CH:13][CH:12]=1. No catalyst specified. The product is [C:1]1(=[C:17]([C:14]2[CH:15]=[CH:16][C:11]([O:10][CH3:9])=[CH:12][CH:13]=2)[C:19]2[CH:26]=[CH:25][C:22]([C:23]#[N:24])=[CH:21][CH:20]=2)[CH2:7][CH2:6][CH2:5][CH2:4][CH2:3][CH2:2]1. The yield is 0.560. (4) The catalyst is C(O)(=O)C. The yield is 0.970. The reactants are [F:1][C:2]1[CH:7]=[CH:6][CH:5]=[CH:4][C:3]=1[C:8](=[O:11])[CH2:9][CH3:10].[Br:12]Br. The product is [Br:12][CH:9]([CH3:10])[C:8]([C:3]1[CH:4]=[CH:5][CH:6]=[CH:7][C:2]=1[F:1])=[O:11].